From a dataset of Full USPTO retrosynthesis dataset with 1.9M reactions from patents (1976-2016). Predict the reactants needed to synthesize the given product. (1) Given the product [CH3:1][O:2][C:3]1[CH:4]=[C:5]2[C:14](=[CH:15][CH:16]=1)[CH:13]([CH2:17][O:18][S:27]([C:30]1[CH:36]=[CH:35][C:33]([CH3:34])=[CH:32][CH:31]=1)(=[O:29])=[O:28])[CH:12]([C:19]1[CH:24]=[CH:23][C:22]([O:25][CH3:26])=[CH:21][CH:20]=1)[CH:11]1[CH:6]2[CH2:7][CH2:8][CH2:9][CH2:10]1, predict the reactants needed to synthesize it. The reactants are: [CH3:1][O:2][C:3]1[CH:4]=[C:5]2[C:14](=[CH:15][CH:16]=1)[CH:13]([CH2:17][OH:18])[CH:12]([C:19]1[CH:24]=[CH:23][C:22]([O:25][CH3:26])=[CH:21][CH:20]=1)[CH:11]1[CH:6]2[CH2:7][CH2:8][CH2:9][CH2:10]1.[S:27](Cl)([C:30]1[CH:36]=[CH:35][C:33]([CH3:34])=[CH:32][CH:31]=1)(=[O:29])=[O:28].CCN(CC)CC.CNC1C=CC=C(NC)N=1. (2) Given the product [Cl:1][C:2]1[CH:3]=[C:4]([S:8]([CH:11]2[CH2:16][CH2:15][N:14]([C:18]3[CH:23]=[CH:22][C:21]([N+:24]([O-:26])=[O:25])=[CH:20][N:19]=3)[CH2:13][CH2:12]2)(=[O:10])=[O:9])[CH:5]=[CH:6][CH:7]=1, predict the reactants needed to synthesize it. The reactants are: [Cl:1][C:2]1[CH:3]=[C:4]([S:8]([CH:11]2[CH2:16][CH2:15][NH:14][CH2:13][CH2:12]2)(=[O:10])=[O:9])[CH:5]=[CH:6][CH:7]=1.Cl[C:18]1[CH:23]=[CH:22][C:21]([N+:24]([O-:26])=[O:25])=[CH:20][N:19]=1.CCN(C(C)C)C(C)C. (3) Given the product [C:21]([NH:2][CH:3]([C:4]([O:6][CH2:7][CH3:8])=[O:5])[C:9]([O:11][CH2:12][CH3:13])=[O:10])(=[O:23])[CH3:22], predict the reactants needed to synthesize it. The reactants are: Cl.[NH2:2][CH:3]([C:9]([O:11][CH2:12][CH3:13])=[O:10])[C:4]([O:6][CH2:7][CH3:8])=[O:5].C(N(CC)CC)C.[C:21](OC(=O)C)(=[O:23])[CH3:22]. (4) Given the product [OH:35][C:34]1[CH:33]=[C:32]([OH:36])[CH:31]=[CH:30][C:29]=1[C:27]1[CH:26]=[CH:38][CH:43]=[CH:42][C:41]=1[C:16]([CH:7]([CH3:8])[C:6]1[CH:1]=[CH:2][C:3]([OH:20])=[CH:4][CH:5]=1)=[O:17], predict the reactants needed to synthesize it. The reactants are: [CH:1]1[C:6]([C:7]2[C:16](=[O:17])C3C(O)=CC(O)=CC=3O[CH:8]=2)=[CH:5][CH:4]=[C:3]([OH:20])[CH:2]=1.C([O-])=O.[NH4+].C1[O:35][C:34]2[C:29](=[C:30](O)[CH:31]=[C:32]([OH:36])[CH:33]=2)[C:27](=O)[CH:26]1[C:38]1[CH:43]=[CH:42][C:41](O)=CC=1. (5) Given the product [CH:1]1([O:9][C:10]([NH:12][C:13]2[CH:18]=[CH:17][C:16]([CH:19]([O:25][C:43]([O:42][N:39]3[C:40](=[O:41])[CH2:35][CH2:36][C:37]3=[O:38])=[O:44])[C:20]([O:22][CH2:23][CH3:24])=[O:21])=[CH:15][CH:14]=2)=[O:11])[CH2:8][CH2:7][CH2:6][CH2:5][CH2:4][CH:3]=[CH:2]1, predict the reactants needed to synthesize it. The reactants are: [CH:1]1([O:9][C:10]([NH:12][C:13]2[CH:18]=[CH:17][C:16]([CH:19]([OH:25])[C:20]([O:22][CH2:23][CH3:24])=[O:21])=[CH:15][CH:14]=2)=[O:11])[CH2:8][CH2:7][CH2:6][CH2:5][CH2:4][CH:3]=[CH:2]1.C(N(C(C)C)CC)(C)C.[CH2:35]1[C:40](=[O:41])[N:39]([O:42][C:43](ON2C(=O)CCC2=O)=[O:44])[C:37](=[O:38])[CH2:36]1. (6) Given the product [Cl:12][C:5]1[N:4]=[C:3]2[N:13]([CH2:14][C:15]3[CH:16]=[C:17]4[C:22](=[CH:23][CH:24]=3)[N:21]=[CH:20][CH:19]=[CH:18]4)[N:29]=[N:1][C:2]2=[C:7]([NH:8][C:9](=[O:11])[CH3:10])[CH:6]=1, predict the reactants needed to synthesize it. The reactants are: [NH2:1][C:2]1[C:3]([NH:13][CH2:14][C:15]2[CH:16]=[C:17]3[C:22](=[CH:23][CH:24]=2)[N:21]=[CH:20][CH:19]=[CH:18]3)=[N:4][C:5]([Cl:12])=[CH:6][C:7]=1[NH:8][C:9](=[O:11])[CH3:10].C(O)(=O)C.[N:29]([O-])=O.[Na+].[OH-].[Na+].